Dataset: Catalyst prediction with 721,799 reactions and 888 catalyst types from USPTO. Task: Predict which catalyst facilitates the given reaction. Product: [F:18][C:13]1[CH:14]=[CH:15][CH:16]=[CH:17][C:12]=1[C:4]1[NH:3][CH:2]=[C:6]([C:7]([O:9][CH3:10])=[O:8])[C:5]=1[CH3:11]. The catalyst class is: 129. Reactant: Cl[C:2]1[NH:3][C:4]([C:12]2[CH:17]=[CH:16][CH:15]=[CH:14][C:13]=2[F:18])=[C:5]([CH3:11])[C:6]=1[C:7]([O:9][CH3:10])=[O:8].